This data is from Experimentally validated miRNA-target interactions with 360,000+ pairs, plus equal number of negative samples. The task is: Binary Classification. Given a miRNA mature sequence and a target amino acid sequence, predict their likelihood of interaction. (1) The miRNA is hsa-miR-1229-3p with sequence CUCUCACCACUGCCCUCCCACAG. The protein sequence of the target gene is MWTNFFKLRLFCCLLAVLMVVVLVINVTQVEYLDHETVSATFIDSSGQFVSSQVTGISRNPYCGYDQQTLSSQERMEEDSLLAALHRQVPDVGPVPFVKSTDPSSSYFVILNSAAFFKVGSQLEVLVHVQDFQRKPKKYGGDYLQARIHSLKLQAGAVGRVVDYQNGFYKVFFTLLWPGKVKVSVSLVHPSEGIRVLQRLQEDKPDRVYFKSLFRSGRISETTECNVCLPGNLPLCNFTDLYTGEPWFCFKPKKLPCSSRITHFKGGYLKGLLTAAESAFFQSGVNIKMPVNSSGPDWVT.... Result: 1 (interaction). (2) The miRNA is mmu-miR-466e-3p with sequence UAUACAUACACGCACACAUAAGA. The protein sequence of the target gene is MVRKPVVATISKGGYLQGNMSGRLPSMGDQEPPGQEKVVLKKKITLLRGVSIIIGTVIGSGIFISPKGILQNTGSVGMSLVFWSACGVLSLFGALSYAELGTSIKKSGGHYTYILEVFGPLLAFVRVWVELLVIRPGATAVISLAFGRYILEPFFIQCEIPELAIKLVTAVGITVVMVLNSTSVSWSARIQIFLTFCKLTAILIIIVPGVIQLIKGQTHHFKDAFSGRDTSLMGLPLAFYYGMYAYAGWFYLNFITEEVDNPEKTIPLAICISMAIITVGYVLTNVAYFTTISAEELLQS.... Result: 1 (interaction). (3) Result: 1 (interaction). The protein sequence of the target gene is MGTRAFSHDSIFIPDGGAESEQTVQAMSQDNILGKVKTLQQQLGKNIKFGQRSPNAIPMNKANSGEASLEEDLFLTSPMEIVTQQDIVLSDAENKSSDTPSSLSPLNLPGAGSEMEEKVAPVKPSRPKRHFSSAGTIESVNLDAIPLAIARLDNSAAKHKLAVKPKKQRVSKKHRRLAQDPQHEQGGLESRPCLDQNGHPGEDKPTWHEEEPNPLDSEEERRRQEDYWRELEAKCKRQKAEAAEKRRLEEQRLQALERRLWEENRRQELLEEEGEGQEPPLEAERAPREEQQRSLEAPGW.... The miRNA is hsa-miR-5696 with sequence CUCAUUUAAGUAGUCUGAUGCC. (4) The miRNA is hsa-miR-134-5p with sequence UGUGACUGGUUGACCAGAGGGG. The protein sequence of the target gene is MPVRGDRGFPPRRELSGWLRAPGMEELIWEQYTVTLQKDSKRGFGIAVSGGRDNPHFENGETSIVISDVLPGGPADGLLQENDRVVMVNGTPMEDVLHSFAVQQLRKSGKVAAIVVKRPRKVQVAALQASPPLDQDDRAFEVMDEFDGRSFRSGYSERSRLNSHGGRSRSWEDSPERGRPHERARSRERDLSRDRSRGRSLERGLDQDHARTRDRSRGRSLERGLDHDFGPSRDRDRDRSRGRSIDQDYERAYHRAYDPDYERAYSPEYRRGARHDARSRGPRSRSREHPHSRSPSPEPR.... Result: 0 (no interaction). (5) The miRNA is mmu-miR-466h-3p with sequence UACGCACGCACACACACAC. The protein sequence of the target gene is MLSCNICGETVTSEPDMKAHLIVHMESEIICPFCKLSGVNYDEMCFHIETAHFEQNTLERNFERINTVQYGTSDNKKDNTLQCGMEVNSSILSGCASNHPKNSAQNLTKDSTLKHEGFYSENLTESRKFLKSREKQSSLTEIKGSVYETTYSPPECPFCGKIEEHSEDMETHVKTKHANLLDIPLEDCDQPLYDCPMCGLICTNYHILQEHVDLHLEENSFQQGMDRVQCSGDLQLAHQLQQEEDRKRRSEESRQEIEEFQKLQRQYGLDNSGGYKQQQLRNMEIEVNRGRMPPSEFHRR.... Result: 0 (no interaction). (6) The miRNA is hsa-miR-4428 with sequence CAAGGAGACGGGAACAUGGAGC. The protein sequence of the target gene is MAAESALQVVEKLQARLAANPDPKKLLKYLKKLSILPITVDILVETGVGKTVNSFRKHEQVGNFARDLVAQWKKLVPVERNSEAEDQDFEKNNSRKRPRDALQREEELEGNYQESWKPSGSRSYSPEHRQKKHKKLSEPERPHKVAHSHEKRDERKRCHKVSPPYSSDPESSDYGHVQSPPPSSPHQMYTDLSRSPEEDQEPIISHQKPGKVHSNTFQDRLGVSHLGEQGKGAVSHHKQHRSSHKEKHPADAREDEKISAVSREKSHKASSKEESRRLLSGDSAKEKLPSSVVKKDKDRE.... Result: 0 (no interaction). (7) The miRNA is hsa-miR-4453 with sequence GAGCUUGGUCUGUAGCGGUU. The protein sequence of the target gene is MGRESRHYRKRSASRGRSGSRSRSRSPSDKRSKRGDDRRSRSRDRDRRRERSRSRDKRRSRSRDRKRLRRSRSRERDRSRERRRSRSRDRRRSRSRSRGRRSRSSSPGNKSKKTENRSRSKEKTDGGESSKEKKKDKDDKEDEKEKDAGNFDQNKLEEEMRKRKERVEKWREEQRKKAMENIGELKKEIEEMKQGKKWSLEDDDDDEDDPAEAEKEGNEMEGEELDPLDAYMEEVKEEVKKFNMRSVKGGGGNEKKSGPTVTKVVTVVTTKKAVVDSDKKKGELMENDQDAMEYSSEEEE.... Result: 0 (no interaction). (8) Result: 0 (no interaction). The miRNA is hsa-miR-6078 with sequence CCGCCUGAGCUAGCUGUGG. The protein sequence of the target gene is MEGDRVAGRPVLSSLPVLLLLPLLMLRAAALHPDELFPHGESWGDQLLQEGDDESSAVVKLANPLHFYEARFSNLYVGTNGIISTQDFPRETQYVDYDFPTDFPAIAPFLADIDTSHGRGRVLYREDTSPAVLGLAARYVRAGFPRSARFTPTHAFLATWEQVGAYEEVKRGALPSGELNTFQAVLASDGSDSYALFLYPANGLQFLGTRPKESYNVQLQLPARVGFCRGEADDLKSEGPYFSLTSTEQSVKNLYQLSNLGIPGVWAFHIGSTSPLDNVRPAAVGDLSAAHSSVPLGRSF.... (9) The miRNA is mmu-miR-483-5p with sequence AAGACGGGAGAAGAGAAGGGAG. The protein sequence of the target gene is MPYEIKKVFASLPQVERGVSKILGGDPKGDHFLYTNGKCVILRNIDNPAIADIYTEHAHQVVVAKYAPSGFYIASGDISGKLRIWDTTQKEHLLKYEYQPFAGKIKDIAWTEDSKRIAVVGEGREKFGAVFLWDTGSSVGEITGHNKVINSVDIKQTRPYRLATGSDDNCAAFFEGPPFKFKFTIGDHSRFVNCVRFSPDGNRFATASADGQIFIYDGKTGEKVCALGESKAHDGGIYAISWSPDSTHLLSASGDKTSKIWDVNVNSVVSTFPMGSNVLDQQLGCLWQKDHLLSISLSGY.... Result: 0 (no interaction).